From a dataset of Full USPTO retrosynthesis dataset with 1.9M reactions from patents (1976-2016). Predict the reactants needed to synthesize the given product. (1) Given the product [NH2:1][C:2]1[N:7]=[C:6]([C@H:8]([OH:10])[CH3:9])[CH:5]=[CH:4][N:3]=1, predict the reactants needed to synthesize it. The reactants are: [NH2:1][C:2]1[N:7]=[C:6]([C:8](=[O:10])[CH3:9])[CH:5]=[CH:4][N:3]=1. (2) Given the product [CH2:17]([O:21][C:10]1[CH:15]=[C:14]([O:6][CH2:5][C:4]([Cl:8])([Cl:7])[Cl:3])[N:13]=[CH:12][N:11]=1)[C:18]#[C:19][CH3:20], predict the reactants needed to synthesize it. The reactants are: [H-].[Na+].[Cl:3][C:4]([Cl:8])([Cl:7])[CH2:5][OH:6].Cl[C:10]1[CH:15]=[C:14](Cl)[N:13]=[CH:12][N:11]=1.[CH2:17]([OH:21])[C:18]#[C:19][CH3:20].[Cl-].[NH4+].